From a dataset of Full USPTO retrosynthesis dataset with 1.9M reactions from patents (1976-2016). Predict the reactants needed to synthesize the given product. (1) The reactants are: [OH:1][CH2:2][C@@H:3]1[C@@H:7]([CH3:8])[CH2:6][CH2:5][N:4]1C(OC(C)(C)C)=O.CO.[ClH:18]. Given the product [ClH:18].[CH3:8][C@H:7]1[CH2:6][CH2:5][NH:4][C@@H:3]1[CH2:2][OH:1], predict the reactants needed to synthesize it. (2) Given the product [C:1]([O:5][C:6]([C:8]1[CH:13]=[CH:12][C:11]([O:14][C:15]2[CH:16]=[CH:17][C:18]([NH:21][C:29]([O:28][C:25]([CH3:27])([CH3:26])[CH3:24])=[O:30])=[CH:19][CH:20]=2)=[CH:10][N:9]=1)=[O:7])([CH3:4])([CH3:2])[CH3:3], predict the reactants needed to synthesize it. The reactants are: [C:1]([O:5][C:6]([C:8]1[CH:13]=[CH:12][C:11]([O:14][C:15]2[CH:20]=[CH:19][C:18]([NH2:21])=[CH:17][CH:16]=2)=[CH:10][N:9]=1)=[O:7])([CH3:4])([CH3:3])[CH3:2].[OH-].[Na+].[CH3:24][C:25]([O:28][C:29](O[C:29]([O:28][C:25]([CH3:27])([CH3:26])[CH3:24])=[O:30])=[O:30])([CH3:27])[CH3:26]. (3) Given the product [CH3:28][N:29]([C:22]([C:21]1[CH:20]=[CH:19][C:18]([NH:17][CH:4]([C:5]2[CH:9]=[C:8]([C:10]3[CH:11]=[CH:12][CH:13]=[CH:14][CH:15]=3)[O:7][C:6]=2[CH3:16])[CH2:3][CH:2]([CH3:1])[CH3:27])=[CH:26][CH:25]=1)=[O:24])[CH2:30][CH2:31][C:32]([O:34][CH2:35][CH3:36])=[O:33], predict the reactants needed to synthesize it. The reactants are: [CH3:1][CH:2]([CH3:27])[CH2:3][CH:4]([NH:17][C:18]1[CH:26]=[CH:25][C:21]([C:22]([OH:24])=O)=[CH:20][CH:19]=1)[C:5]1[CH:9]=[C:8]([C:10]2[CH:15]=[CH:14][CH:13]=[CH:12][CH:11]=2)[O:7][C:6]=1[CH3:16].[CH3:28][NH:29][CH2:30][CH2:31][C:32]([O:34][CH2:35][CH3:36])=[O:33].Cl.C(N=C=NCCCN(C)C)C.O.OC1C2N=NNC=2C=CC=1. (4) Given the product [CH3:14][CH:13]([CH3:15])[CH2:12][C@@H:11]([NH:10][C:7]1[CH:8]=[CH:9][C:4]([C:3]([OH:32])=[O:2])=[CH:5][N:6]=1)[C:16]1[CH:17]=[CH:18][C:19]([C:22]2[CH:23]=[CH:24][C:25]([C:28]([F:31])([F:30])[F:29])=[CH:26][CH:27]=2)=[CH:20][CH:21]=1, predict the reactants needed to synthesize it. The reactants are: C[O:2][C:3](=[O:32])[C:4]1[CH:9]=[CH:8][C:7]([NH:10][C@@H:11]([C:16]2[CH:21]=[CH:20][C:19]([C:22]3[CH:27]=[CH:26][C:25]([C:28]([F:31])([F:30])[F:29])=[CH:24][CH:23]=3)=[CH:18][CH:17]=2)[CH2:12][CH:13]([CH3:15])[CH3:14])=[N:6][CH:5]=1.CO.[OH-].[Na+].